From a dataset of Catalyst prediction with 721,799 reactions and 888 catalyst types from USPTO. Predict which catalyst facilitates the given reaction. (1) Reactant: COC1C=CC(C[N:8]2[C:16]3[CH:15]=[CH:14][N:13]=[C:12]([NH:17][CH:18]4[CH2:23][CH2:22][O:21][CH2:20][CH2:19]4)[C:11]=3[C:10]([C:24]3[CH:25]=[C:26]([CH:30]=[CH:31][N:32]=3)[C:27](O)=[O:28])=[N:9]2)=CC=1.COC1C=CC([CH2:41][N:42]2[C:50]3C=CN=C(NC4CCOCC4)C=3C(C3C=C(C=CN=3)C#N)=N2)=CC=1.[OH-].[K+]. Product: [CH3:41][N:42]([CH3:50])[C:27](=[O:28])[C:26]1[CH:30]=[CH:31][N:32]=[C:24]([C:10]2[C:11]3[C:12]([NH:17][CH:18]4[CH2:19][CH2:20][O:21][CH2:22][CH2:23]4)=[N:13][CH:14]=[CH:15][C:16]=3[NH:8][N:9]=2)[CH:25]=1. The catalyst class is: 6. (2) Reactant: [Cl:1][C:2]1[CH:3]=[C:4]([C:8]2[C:13]3[N:14]([CH2:27][C@H:28]4[CH2:33][CH2:32][C@H:31]([CH3:34])[CH2:30][CH2:29]4)[C:15]([C:17]([C:20]4[C:25]([F:26])=[CH:24][CH:23]=[CH:22][N:21]=4)(O)[CH3:18])=[N:16][C:12]=3[CH:11]=[C:10]([C:35]#[N:36])[N:9]=2)[CH:5]=[N:6][CH:7]=1.CCN(S(F)(F)[F:43])CC. Product: [Cl:1][C:2]1[CH:3]=[C:4]([C:8]2[C:13]3[N:14]([CH2:27][C@H:28]4[CH2:33][CH2:32][C@H:31]([CH3:34])[CH2:30][CH2:29]4)[C:15]([C:17]([F:43])([C:20]4[C:25]([F:26])=[CH:24][CH:23]=[CH:22][N:21]=4)[CH3:18])=[N:16][C:12]=3[CH:11]=[C:10]([C:35]#[N:36])[N:9]=2)[CH:5]=[N:6][CH:7]=1. The catalyst class is: 2. (3) Reactant: [Br:1][C:2]1[CH:3]=[C:4]([C:17]([NH:20][C:21]2[CH:26]=[CH:25][C:24]([I:27])=[CH:23][C:22]=2[F:28])=[CH:18][N:19]=1)[C:5]([NH:7][O:8][CH2:9][C@H:10]1[CH2:14]OC(C)(C)[O:11]1)=[O:6].FC(F)(F)[C:31](O)=[O:32].CCOC(C)=O. Product: [Br:1][C:2]1[CH:3]=[C:4]([C:17]([NH:20][C:21]2[CH:26]=[CH:25][C:24]([I:27])=[CH:23][C:22]=2[F:28])=[CH:18][N:19]=1)[C:5]([NH:7][O:8][CH2:9][CH:10]([OH:11])[CH2:14][CH2:31][OH:32])=[O:6]. The catalyst class is: 4. (4) Reactant: Cl[C:2]1[C:3]2[N:10]([CH2:11][CH2:12][NH:13][C:14](=[O:20])[O:15][C:16]([CH3:19])([CH3:18])[CH3:17])[CH:9]=[CH:8][C:4]=2[N:5]=[CH:6][N:7]=1.[Cl:21][C:22]1[CH:23]=[C:24]([CH:26]=[CH:27][C:28]=1[O:29][C:30]1[CH:35]=[CH:34][CH:33]=[C:32]([Cl:36])[CH:31]=1)[NH2:25].C(=O)([O-])O.[Na+]. Product: [Cl:21][C:22]1[CH:23]=[C:24]([NH:25][C:2]2[C:3]3[N:10]([CH2:11][CH2:12][NH:13][C:14](=[O:20])[O:15][C:16]([CH3:19])([CH3:18])[CH3:17])[CH:9]=[CH:8][C:4]=3[N:5]=[CH:6][N:7]=2)[CH:26]=[CH:27][C:28]=1[O:29][C:30]1[CH:35]=[CH:34][CH:33]=[C:32]([Cl:36])[CH:31]=1. The catalyst class is: 32. (5) Reactant: [Li+].C[Si]([N-][Si](C)(C)C)(C)C.[Br:11][C:12]1[CH:17]=[CH:16][C:15]([C:18]2[O:22][CH:21]=[N:20][C:19]=2[CH3:23])=[CH:14][C:13]=1[F:24].[Cl:25]C(Cl)(Cl)C(Cl)(Cl)Cl. Product: [Br:11][C:12]1[CH:17]=[CH:16][C:15]([C:18]2[O:22][C:21]([Cl:25])=[N:20][C:19]=2[CH3:23])=[CH:14][C:13]=1[F:24]. The catalyst class is: 116. (6) Reactant: [CH:1]1([NH:4][C:5]([C:7]2[S:19][C:10]3=[N:11][C:12]([S:17][CH3:18])=[C:13]([Cl:16])[C:14]([CH3:15])=[C:9]3[C:8]=2[NH2:20])=[O:6])[CH2:3][CH2:2]1.[OH:21]O.O. Product: [CH:1]1([NH:4][C:5]([C:7]2[S:19][C:10]3=[N:11][C:12]([S:17]([CH3:18])=[O:21])=[C:13]([Cl:16])[C:14]([CH3:15])=[C:9]3[C:8]=2[NH2:20])=[O:6])[CH2:3][CH2:2]1. The catalyst class is: 15.